Dataset: Reaction yield outcomes from USPTO patents with 853,638 reactions. Task: Predict the reaction yield, written as a fraction of the theoretical maximum amount of product (1.0 means a 100% yield; for example, 0.34 means a 34% yield). (1) The reactants are [NH4+].[OH-].S[C:4]1[N:5]=[C:6]([OH:14])[C:7]2[C@H:12]([CH3:13])[CH2:11][CH2:10][C:8]=2[N:9]=1. The catalyst is [Ni].O. The product is [CH3:13][C@H:12]1[C:7]2[C:6]([OH:14])=[N:5][CH:4]=[N:9][C:8]=2[CH2:10][CH2:11]1. The yield is 0.990. (2) The reactants are Br[C:2](Br)=[CH:3][C:4]1([CH3:8])[CH2:7][O:6][CH2:5]1.C([Li])CCC.[CH3:15][Si:16]([CH3:19])([CH3:18])Cl. The catalyst is C1COCC1.CCCCCC. The product is [CH3:15][Si:16]([CH3:19])([CH3:18])[C:2]#[C:3][C:4]1([CH3:8])[CH2:7][O:6][CH2:5]1. The yield is 0.940. (3) The reactants are C1N2CN3CN(C2)CN1C3.[Cl:11][C:12]1[CH:17]=[CH:16][CH:15]=[C:14]([CH3:18])[C:13]=1[OH:19].FC(F)(F)[C:22](O)=[O:23]. No catalyst specified. The product is [Cl:11][C:12]1[CH:17]=[C:16]([CH:15]=[C:14]([CH3:18])[C:13]=1[OH:19])[CH:22]=[O:23]. The yield is 0.350. (4) The yield is 0.490. The catalyst is CN(C=O)C. The reactants are Br[C:2]1[S:6][C:5]([NH2:7])=[N:4][CH:3]=1.C([O-])([O-])=O.[K+].[K+].[CH2:14]([O:16][C:17](=[O:21])[CH2:18][CH2:19][SH:20])[CH3:15].O. The product is [CH2:14]([O:16][C:17](=[O:21])[CH2:18][CH2:19][S:20][C:2]1[S:6][C:5]([NH2:7])=[N:4][CH:3]=1)[CH3:15]. (5) The reactants are [CH2:1]([O:3][C:4](=[O:30])[CH2:5][N:6]1[C:14]2[CH2:13][CH2:12][CH2:11][CH:10]([NH:15][S:16]([C:19]3[CH:24]=[C:23]([C:25]([F:28])([F:27])[F:26])[CH:22]=[C:21](Br)[CH:20]=3)(=[O:18])=[O:17])[C:9]=2[CH:8]=[N:7]1)[CH3:2].[C:31]([Si:33]([CH3:36])([CH3:35])[CH3:34])#[CH:32]. The catalyst is C(N(CC)CC)C.C1(C)C=CC=CC=1.O.[Cu]I.Cl[Pd](Cl)([P](C1C=CC=CC=1)(C1C=CC=CC=1)C1C=CC=CC=1)[P](C1C=CC=CC=1)(C1C=CC=CC=1)C1C=CC=CC=1. The product is [CH2:1]([O:3][C:4](=[O:30])[CH2:5][N:6]1[C:14]2[CH2:13][CH2:12][CH2:11][CH:10]([NH:15][S:16]([C:19]3[CH:20]=[C:21]([C:32]#[C:31][Si:33]([CH3:36])([CH3:35])[CH3:34])[CH:22]=[C:23]([C:25]([F:28])([F:27])[F:26])[CH:24]=3)(=[O:18])=[O:17])[C:9]=2[CH:8]=[N:7]1)[CH3:2]. The yield is 0.948. (6) The reactants are [Cl:1][C:2]1[CH:7]=[CH:6][C:5]([O:8][CH3:9])=[CH:4][C:3]=1[F:10].C([Li])CCC.[I:16]I. The catalyst is O1CCCC1. The product is [Cl:1][C:2]1[CH:7]=[CH:6][C:5]([O:8][CH3:9])=[C:4]([I:16])[C:3]=1[F:10]. The yield is 0.859. (7) The reactants are [Cl:1][C:2]1[CH:3]=[CH:4][C:5]2[N:6]=[CH:7][N:8]=[C:9](OC3CCOCC3)[C:10]=2[N:11]=1.[CH3:19][C:20]1[C:24]([NH2:25])=[C:23]([CH3:26])[O:22][N:21]=1.C([O-])(=O)C.[Na+]. The catalyst is CCOC(C)=O. The product is [Cl:1][C:2]1[CH:3]=[CH:4][C:5]2[N:6]=[CH:7][N:8]=[C:9]([NH:25][C:24]3[C:20]([CH3:19])=[N:21][O:22][C:23]=3[CH3:26])[C:10]=2[N:11]=1. The yield is 0.590. (8) The reactants are [CH3:1][O:2][C:3]1[CH:4]=[C:5]2[C:10](=[CH:11][C:12]=1[O:13][CH3:14])[N:9]=[CH:8][CH:7]=[C:6]2[O:15][C:16]1[CH:22]=[CH:21][C:19]([NH2:20])=[C:18]([F:23])[CH:17]=1.ClC(Cl)(O[C:28](=[O:34])OC(Cl)(Cl)Cl)Cl.[CH2:36]([NH2:39])[CH:37]=[CH2:38].C(=O)([O-])O.[Na+]. The catalyst is C1(C)C=CC=CC=1.C(N(CC)CC)C.ClCCl.C(Cl)(Cl)Cl. The product is [CH2:36]([NH:39][C:28]([NH:20][C:19]1[CH:21]=[CH:22][C:16]([O:15][C:6]2[C:5]3[C:10](=[CH:11][C:12]([O:13][CH3:14])=[C:3]([O:2][CH3:1])[CH:4]=3)[N:9]=[CH:8][CH:7]=2)=[CH:17][C:18]=1[F:23])=[O:34])[CH:37]=[CH2:38]. The yield is 0.980. (9) The reactants are [CH2:1]([O:8][C:9]1[CH:14]=[C:13]([CH2:15][CH3:16])[CH:12]=[CH:11][C:10]=1[OH:17])[C:2]1[CH:7]=[CH:6][CH:5]=[CH:4][CH:3]=1.FC1C([N+]([O-])=O)=NC=CC=1.[F:28][C:29]1[CH:30]=[C:31]([C:36](=[O:38])[CH3:37])[CH:32]=[CH:33][C:34]=1F. No catalyst specified. The product is [CH2:1]([O:8][C:9]1[CH:14]=[C:13]([CH2:15][CH3:16])[CH:12]=[CH:11][C:10]=1[O:17][C:34]1[CH:33]=[CH:32][C:31]([C:36](=[O:38])[CH3:37])=[CH:30][C:29]=1[F:28])[C:2]1[CH:7]=[CH:6][CH:5]=[CH:4][CH:3]=1. The yield is 0.960.